Dataset: Forward reaction prediction with 1.9M reactions from USPTO patents (1976-2016). Task: Predict the product of the given reaction. (1) The product is: [F:8][C:7]1[CH:6]=[CH:5][C:4]([C:9]([NH:12][C:13](=[O:23])[O:14][CH:15]2[CH:20]3[CH2:21][CH2:22][N:17]([CH2:18][CH2:19]3)[CH2:16]2)([CH3:11])[CH3:10])=[CH:3][C:2]=1[C:27]1[CH:28]=[CH:29][N:24]=[CH:25][CH:26]=1. Given the reactants Br[C:2]1[CH:3]=[C:4]([C:9]([NH:12][C:13](=[O:23])[O:14][CH:15]2[CH:20]3[CH2:21][CH2:22][N:17]([CH2:18][CH2:19]3)[CH2:16]2)([CH3:11])[CH3:10])[CH:5]=[CH:6][C:7]=1[F:8].[N:24]1[CH:29]=[CH:28][C:27](B(O)O)=[CH:26][CH:25]=1, predict the reaction product. (2) The product is: [F:49][C:2]1[CH:3]=[CH:4][CH:5]=[CH:6][C:1]=1[N:7]1[C:12](=[O:13])[C:11]2[S:14][CH:15]=[C:16]([C:17]3[CH:18]=[CH:19][CH:20]=[CH:21][CH:22]=3)[C:10]=2[N:9]=[CH:8]1. Given the reactants [C:1]1([N:7]2[C:12](=[O:13])[C:11]3[S:14][CH:15]=[C:16]([C:17]4[CH:22]=[CH:21][CH:20]=[CH:19][CH:18]=4)[C:10]=3[N:9]=[CH:8]2)[CH:6]=[CH:5][CH:4]=[CH:3][CH:2]=1.NC1C(C2C=CC=CC=2)=CSC=1C(OC)=O.C(OCC)(OCC)OCC.[F:49]C1C=CC=CC=1N, predict the reaction product.